This data is from Reaction yield outcomes from USPTO patents with 853,638 reactions. The task is: Predict the reaction yield, written as a fraction of the theoretical maximum amount of product (1.0 means a 100% yield; for example, 0.34 means a 34% yield). (1) The reactants are [F:1][C:2]1[CH:7]=[N:6][CH:5]=[C:4]2[NH:8][C:9]([C:11]3[N:16]=[C:15]([C:17]4[C:18]([N:37]([CH3:42])[S:38]([CH3:41])(=[O:40])=[O:39])=[CH:19][C:20]5[O:24][C:23]([C:25]6[CH:30]=[CH:29][C:28]([F:31])=[CH:27][CH:26]=6)=[C:22]([C:32]([NH:34][CH3:35])=[O:33])[C:21]=5[CH:36]=4)[CH:14]=[CH:13][C:12]=3[OH:43])=[CH:10][C:3]=12.[C:44]([O-])([O-])=O.[Cs+].[Cs+]. The catalyst is CN(C=O)C.O. The product is [F:1][C:2]1[C:3]2[CH:10]=[C:9]3[C:11]4[N:16]=[C:15]([C:17]5[C:18]([N:37]([CH3:42])[S:38]([CH3:41])(=[O:39])=[O:40])=[CH:19][C:20]6[O:24][C:23]([C:25]7[CH:30]=[CH:29][C:28]([F:31])=[CH:27][CH:26]=7)=[C:22]([C:32]([NH:34][CH3:35])=[O:33])[C:21]=6[CH:36]=5)[CH:14]=[CH:13][C:12]=4[O:43][CH2:44][N:8]3[C:4]=2[CH:5]=[N:6][CH:7]=1. The yield is 0.300. (2) The reactants are [CH:1]1([CH2:7][C:8]2[CH2:9][C:10]3[C:15]([CH:16]=2)=[CH:14][CH:13]=[CH:12][CH:11]=3)[CH2:6][CH2:5][CH2:4][CH2:3][CH2:2]1.C([Li])CCC.[Cl-].[CH3:23][C:24]([NH:27][SiH:28]([CH3:30])[CH3:29])([CH3:26])[CH3:25]. No catalyst specified. The product is [CH:1]1([CH2:7][C:8]2[CH:16]([Si:28]([CH3:30])([CH3:29])[NH:27][C:24]([CH3:26])([CH3:25])[CH3:23])[C:15]3[C:10]([CH:9]=2)=[CH:11][CH:12]=[CH:13][CH:14]=3)[CH2:2][CH2:3][CH2:4][CH2:5][CH2:6]1. The yield is 0.900.